Dataset: Forward reaction prediction with 1.9M reactions from USPTO patents (1976-2016). Task: Predict the product of the given reaction. (1) Given the reactants Cl[CH2:2][C:3]1[N:4]=[C:5]2[N:24]=[C:23]([C:25]3[C:30]([C:31]([F:34])([F:33])[F:32])=[CH:29][CH:28]=[CH:27][N:26]=3)[CH:22]=[CH:21][C:6]2=[C:7]2[C:16]=1[O:15][C:14]1[C:9](=[CH:10][CH:11]=[C:12]([C:17]([F:20])([F:19])[F:18])[CH:13]=1)[NH:8]2.[H-].[Na+].[CH3:37][CH:38]([CH3:41])[CH2:39][OH:40], predict the reaction product. The product is: [CH2:39]([O:40][CH2:2][C:3]1[N:4]=[C:5]2[N:24]=[C:23]([C:25]3[C:30]([C:31]([F:34])([F:33])[F:32])=[CH:29][CH:28]=[CH:27][N:26]=3)[CH:22]=[CH:21][C:6]2=[C:7]2[C:16]=1[O:15][C:14]1[C:9](=[CH:10][CH:11]=[C:12]([C:17]([F:20])([F:19])[F:18])[CH:13]=1)[NH:8]2)[CH:38]([CH3:41])[CH3:37]. (2) The product is: [Cl:1][C:2]1[CH:3]=[CH:4][C:5]([CH2:8][C:9]([O:11][CH3:12])=[O:10])=[CH:6][N+:7]=1[O-:21]. Given the reactants [Cl:1][C:2]1[N:7]=[CH:6][C:5]([CH2:8][C:9]([O:11][CH3:12])=[O:10])=[CH:4][CH:3]=1.C1C=C(Cl)C=C(C(OO)=[O:21])C=1, predict the reaction product. (3) Given the reactants [CH3:1][O:2][C:3](=[O:29])[CH2:4][C:5]1[CH:6]=[C:7]([C:13]2[CH:18]=[CH:17][C:16]([C:19]([F:22])([F:21])[F:20])=[CH:15][C:14]=2[CH2:23]NCC(=O)N)[C:8]([O:11][CH3:12])=[CH:9][CH:10]=1.C[O:31][C:32](=[O:54])[CH2:33]C1C=C(C2C=CC(C(F)(F)F)=CC=2CO)C(OC)=CC=1.C(N(CC)CC)C.C(Cl)(=O)C, predict the reaction product. The product is: [CH3:1][O:2][C:3](=[O:29])[CH2:4][C:5]1[CH:6]=[C:7]([C:13]2[CH:18]=[CH:17][C:16]([C:19]([F:22])([F:20])[F:21])=[CH:15][C:14]=2[CH2:23][O:54][C:32](=[O:31])[CH3:33])[C:8]([O:11][CH3:12])=[CH:9][CH:10]=1. (4) The product is: [Br:1][C:2]1[C:3]([F:13])=[C:4]2[C:9](=[CH:10][CH:11]=1)[NH:8][C:7](=[S:23])[CH2:6][CH2:5]2. Given the reactants [Br:1][C:2]1[C:3]([F:13])=[C:4]2[C:9](=[CH:10][CH:11]=1)[NH:8][C:7](=O)[CH2:6][CH2:5]2.COC1C=CC(P2(SP(C3C=CC(OC)=CC=3)(=S)S2)=[S:23])=CC=1, predict the reaction product. (5) Given the reactants [CH2:1]([N:6]1[C:14]2[N:13]=[C:12]([C:15]([F:18])([F:17])[F:16])[NH:11][C:10]=2/[C:9](=[N:19]\[NH2:20])/[NH:8][C:7]1=[O:21])[CH2:2][CH2:3][CH2:4][CH3:5].[CH:22]([O-])([O-])OCC, predict the reaction product. The product is: [CH2:1]([N:6]1[C:14]2[N:13]=[C:12]([C:15]([F:16])([F:18])[F:17])[NH:11][C:10]=2[C:9]2=[N:19][N:20]=[CH:22][N:8]2[C:7]1=[O:21])[CH2:2][CH2:3][CH2:4][CH3:5]. (6) Given the reactants [CH2:1]([O:8][CH2:9][CH2:10][CH2:11][CH2:12][C:13]1[S:22][C:16]2[N:17]=[CH:18][NH:19][C:20](=[O:21])[C:15]=2[CH:14]=1)[C:2]1[CH:7]=[CH:6][CH:5]=[CH:4][CH:3]=1.[F:23][C:24]1[CH:29]=[C:28]([F:30])[CH:27]=[CH:26][C:25]=1[C:31]1([CH2:34][N:35]2[CH:39]=[N:38][CH:37]=[N:36]2)[CH2:33][O:32]1, predict the reaction product. The product is: [CH2:1]([O:8][CH2:9][CH2:10][CH2:11][CH2:12][C:13]1[S:22][C:16]2[N:17]=[CH:18][N:19]([CH2:33][C:31]([C:25]3[CH:26]=[CH:27][C:28]([F:30])=[CH:29][C:24]=3[F:23])([OH:32])[CH2:34][N:35]3[CH:39]=[N:38][CH:37]=[N:36]3)[C:20](=[O:21])[C:15]=2[CH:14]=1)[C:2]1[CH:3]=[CH:4][CH:5]=[CH:6][CH:7]=1. (7) Given the reactants [F:1][C:2]1[CH:7]=[C:6]([F:8])[CH:5]=[CH:4][C:3]=1[C:9]1[CH:21]=[CH:20][C:12]([C:13]([O:15]C(C)(C)C)=[O:14])=[C:11]([NH:22][C:23](=[O:32])[C:24]2[CH:29]=[CH:28][CH:27]=[C:26]([CH3:30])[C:25]=2[CH3:31])[CH:10]=1, predict the reaction product. The product is: [F:1][C:2]1[CH:7]=[C:6]([F:8])[CH:5]=[CH:4][C:3]=1[C:9]1[CH:21]=[CH:20][C:12]([C:13]([OH:15])=[O:14])=[C:11]([NH:22][C:23](=[O:32])[C:24]2[CH:29]=[CH:28][CH:27]=[C:26]([CH3:30])[C:25]=2[CH3:31])[CH:10]=1.